Dataset: Full USPTO retrosynthesis dataset with 1.9M reactions from patents (1976-2016). Task: Predict the reactants needed to synthesize the given product. (1) Given the product [CH3:1][CH:2]([C:5]1[CH:10]=[CH:9][CH:8]=[C:7]([N+:11]([O-:13])=[O:12])[C:6]=1[O:14][CH2:18][C:17]([O:16][CH3:15])=[O:20])[CH:3]=[CH2:4], predict the reactants needed to synthesize it. The reactants are: [CH3:1][CH:2]([C:5]1[CH:10]=[CH:9][CH:8]=[C:7]([N+:11]([O-:13])=[O:12])[C:6]=1[OH:14])[CH:3]=[CH2:4].[CH3:15][O:16][C:17](=[O:20])[CH2:18]Br.C([O-])([O-])=O.[K+].[K+]. (2) Given the product [ClH:9].[Br:1][C:2]1[CH:3]=[C:4]([C:11]#[N:12])[S:5][C:6]=1[C:7]1[N:21]=[C:19]([NH:18][C:15]([CH3:17])([CH3:16])[CH2:14][OH:13])[S:20][CH:8]=1, predict the reactants needed to synthesize it. The reactants are: [Br:1][C:2]1[CH:3]=[C:4]([C:11]#[N:12])[S:5][C:6]=1[C:7](=O)[CH2:8][Cl:9].[OH:13][CH2:14][C:15]([NH:18][C:19]([NH2:21])=[S:20])([CH3:17])[CH3:16]. (3) Given the product [OH:8][N:9]1[C:15](=[O:16])[N:14]2[CH2:17][C@H:10]1[CH2:11][CH2:12][C@H:13]2[C:18]([NH:20][O:21][CH:22]1[CH2:23][CH2:24][N:25]([C:28]([NH:37][C:38](=[O:44])[O:39][C:40]([CH3:43])([CH3:42])[CH3:41])=[N:29][C:30](=[O:36])[O:31][C:32]([CH3:33])([CH3:34])[CH3:35])[CH2:26][CH2:27]1)=[O:19], predict the reactants needed to synthesize it. The reactants are: C([O:8][N:9]1[C:15](=[O:16])[N:14]2[CH2:17][C@H:10]1[CH2:11][CH2:12][C@H:13]2[C:18]([NH:20][O:21][CH:22]1[CH2:27][CH2:26][N:25]([C:28]([NH:37][C:38](=[O:44])[O:39][C:40]([CH3:43])([CH3:42])[CH3:41])=[N:29][C:30](=[O:36])[O:31][C:32]([CH3:35])([CH3:34])[CH3:33])[CH2:24][CH2:23]1)=[O:19])C1C=CC=CC=1. (4) Given the product [Cl:1][C:2]1[C:3]2[CH:13]=[C:12]([OH:14])[C:11]([OH:15])=[C:10]([N+:16]([O-:18])=[O:17])[C:4]=2[S:5][C:6]=1[C:7]([OH:9])=[O:8], predict the reactants needed to synthesize it. The reactants are: [Cl:1][C:2]1[C:3]2[CH:13]=[C:12]([OH:14])[C:11]([OH:15])=[CH:10][C:4]=2[S:5][C:6]=1[C:7]([OH:9])=[O:8].[N+:16]([O-])([OH:18])=[O:17]. (5) Given the product [F:1][C:2]([F:15])([F:14])[C:3]1[CH:8]=[CH:7][C:6]([CH2:9][CH2:10][C:11]([Cl:18])=[O:12])=[CH:5][CH:4]=1, predict the reactants needed to synthesize it. The reactants are: [F:1][C:2]([F:15])([F:14])[C:3]1[CH:8]=[CH:7][C:6]([CH2:9][CH2:10][C:11](O)=[O:12])=[CH:5][CH:4]=1.S(Cl)([Cl:18])=O. (6) Given the product [O:13]1[CH:17]=[CH:16][CH:15]=[C:14]1[C:5]1[N:10]=[C:9]([CH:11]=[O:12])[CH:8]=[CH:7][CH:6]=1, predict the reactants needed to synthesize it. The reactants are: B(O)O.Br[C:5]1[N:10]=[C:9]([CH:11]=[O:12])[CH:8]=[CH:7][CH:6]=1.[O:13]1[CH:17]=[CH:16][CH:15]=[C:14]1B(O)O.